Dataset: Peptide-MHC class I binding affinity with 185,985 pairs from IEDB/IMGT. Task: Regression. Given a peptide amino acid sequence and an MHC pseudo amino acid sequence, predict their binding affinity value. This is MHC class I binding data. The peptide sequence is INPGEIIPL. The MHC is Mamu-A01 with pseudo-sequence Mamu-A01. The binding affinity (normalized) is 0.829.